From a dataset of Full USPTO retrosynthesis dataset with 1.9M reactions from patents (1976-2016). Predict the reactants needed to synthesize the given product. (1) Given the product [N+:1]([C:4]1[CH:11]=[CH:10][C:7]([CH2:8][O:19][CH2:18][C:13]2[CH:14]=[CH:15][CH:16]=[CH:17][N:12]=2)=[CH:6][CH:5]=1)([O-:3])=[O:2], predict the reactants needed to synthesize it. The reactants are: [N+:1]([C:4]1[CH:11]=[CH:10][C:7]([CH2:8]Br)=[CH:6][CH:5]=1)([O-:3])=[O:2].[N:12]1[CH:17]=[CH:16][CH:15]=[CH:14][C:13]=1[CH2:18][OH:19].[OH-].[Na+]. (2) Given the product [CH3:32][O:31][C:6]1[CH:7]=[C:8]2[C:13](=[CH:14][C:5]=1[O:4][CH2:3][CH2:2][NH:39][CH2:40][CH2:41][OH:42])[N:12]=[CH:11][CH:10]=[C:9]2[O:15][C:16]1[C:17]([C:24]2[CH:29]=[CH:28][CH:27]=[C:26]([CH3:30])[N:25]=2)=[N:18][C:19]([CH3:23])=[C:20]([CH3:22])[CH:21]=1, predict the reactants needed to synthesize it. The reactants are: Cl[CH2:2][CH2:3][O:4][C:5]1[CH:14]=[C:13]2[C:8]([C:9]([O:15][C:16]3[C:17]([C:24]4[CH:29]=[CH:28][CH:27]=[C:26]([CH3:30])[N:25]=4)=[N:18][C:19]([CH3:23])=[C:20]([CH3:22])[CH:21]=3)=[CH:10][CH:11]=[N:12]2)=[CH:7][C:6]=1[O:31][CH3:32].C(=O)([O-])[O-].[K+].[K+].[NH2:39][CH2:40][CH2:41][OH:42]. (3) Given the product [C:6]([C:7]1[S:11][C:10]([NH:12][C:13](=[O:19])[O:14][C:15]([CH3:17])([CH3:16])[CH3:18])=[N:9][CH:8]=1)#[CH:5], predict the reactants needed to synthesize it. The reactants are: C[Si]([C:5]#[C:6][C:7]1[S:11][C:10]([NH:12][C:13](=[O:19])[O:14][C:15]([CH3:18])([CH3:17])[CH3:16])=[N:9][CH:8]=1)(C)C.[OH-].[K+].CO. (4) The reactants are: [F:1][C:2]1[CH:3]=[CH:4][C:5]([O:15][CH2:16][C:17]2[CH:22]=[CH:21][C:20]([F:23])=[CH:19][CH:18]=2)=[C:6]([C:8](=O)[CH2:9][CH2:10][C:11](=O)[CH3:12])[CH:7]=1.[CH3:24][O:25][C:26](=[O:40])[C:27]1[CH:32]=[C:31]([N:33]2[CH2:37][CH2:36][CH2:35][C:34]2=[O:38])[CH:30]=[C:29]([NH2:39])[CH:28]=1.CC1C=CC(S(O)(=O)=O)=CC=1.Cl. Given the product [CH3:3][CH2:4][CH2:5][CH:6]([CH3:8])[CH3:7].[CH3:2][CH2:24][O:25][C:26]([CH3:27])=[O:40].[CH3:24][O:25][C:26](=[O:40])[C:27]1[CH:32]=[C:31]([N:33]2[CH2:37][CH2:36][CH2:35][C:34]2=[O:38])[CH:30]=[C:29]([N:39]2[C:11]([CH3:12])=[CH:10][CH:9]=[C:8]2[C:6]2[CH:7]=[C:2]([F:1])[CH:3]=[CH:4][C:5]=2[O:15][CH2:16][C:17]2[CH:22]=[CH:21][C:20]([F:23])=[CH:19][CH:18]=2)[CH:28]=1, predict the reactants needed to synthesize it.